From a dataset of Reaction yield outcomes from USPTO patents with 853,638 reactions. Predict the reaction yield, written as a fraction of the theoretical maximum amount of product (1.0 means a 100% yield; for example, 0.34 means a 34% yield). The reactants are [CH2:1]([N:8]1[C:16]2[C:11](=[CH:12][CH:13]=[CH:14][CH:15]=2)[C:10]([CH2:17][CH2:18][CH2:19][CH2:20][CH3:21])=[C:9]1[C:22]1[CH:31]=[CH:30][C:29]2[C:24](=[CH:25][CH:26]=[C:27]([O:32]C)[CH:28]=2)[CH:23]=1)[C:2]1[CH:7]=[CH:6][CH:5]=[CH:4][CH:3]=1.B(Br)(Br)Br. The catalyst is C(Cl)Cl.C(Cl)(Cl)Cl. The product is [CH2:1]([N:8]1[C:16]2[C:11](=[CH:12][CH:13]=[CH:14][CH:15]=2)[C:10]([CH2:17][CH2:18][CH2:19][CH2:20][CH3:21])=[C:9]1[C:22]1[CH:23]=[C:24]2[C:29](=[CH:30][CH:31]=1)[CH:28]=[C:27]([OH:32])[CH:26]=[CH:25]2)[C:2]1[CH:3]=[CH:4][CH:5]=[CH:6][CH:7]=1. The yield is 0.850.